From a dataset of Full USPTO retrosynthesis dataset with 1.9M reactions from patents (1976-2016). Predict the reactants needed to synthesize the given product. (1) Given the product [N:30]1[NH:29][C:28]([C:32]([O:34][CH2:35][CH3:36])=[O:33])=[C:27]2[C:31]=1[C:23]1[CH:22]=[CH:21][C:38]([C:14]([O:16][CH3:17])=[O:15])=[CH:37][C:24]=1[CH2:25][CH2:26]2, predict the reactants needed to synthesize it. The reactants are: OC1C=C2C(CCC(C(=O)[C:14]([O:16][CH2:17]C)=[O:15])C2=O)=CC=1.O[C:21]1[CH:38]=[CH:37][C:24]2[CH2:25][CH2:26][C:27]3[C:31]([C:23]=2[CH:22]=1)=[N:30][NH:29][C:28]=3[C:32]([O:34][CH2:35][CH3:36])=[O:33].C(CC1C=C2C(=CC=1)C(=O)CCC2)(O)=O. (2) Given the product [O:133]1[C:118]2([CH2:119][CH2:120][CH2:115][CH2:116][O:117]2)[CH2:137][CH2:139][CH2:140][CH2:134]1, predict the reactants needed to synthesize it. The reactants are: CCCCCO[C@@H:120]1[C@@H:119](OCCCCC)[C@H:118]2[O:133][C@H:134]3[C@H:140](OCCCCC)[C@@H:139](OCCCCC)[C@@H:137](O[C@H:115]4[C@H:120](OCCCCC)[C@@H:119](OCCCCC)[C@@H:118]([O:133][C@H:134]5[C@H:140](OCCCCC)[C@@H:139](OCCCCC)[C@@H:137](O[C@H:115]6[C@H:120](OCCCCC)[C@@H:119](OCCCCC)[C@@H:118]([O:133][C@H:134]7[C@H:140](OCCCCC)[C@@H:139](OCCCCC)[C@@H:137](O[C@H:115]8[C@H:120](OCCCCC)[C@@H:119](OCCCCC)[C@@H:118]([O:133][C@H:134]9[C@H:140](OCCCCC)[C@@H:139](OCCCCC)[C@@H:137](O[C@@H:115]1[C@@H:116](COC)[O:117]2)O[C@@H]9COC)[O:117][C@@H:116]8COC)O[C@@H]7COC)[O:117][C@@H:116]6COC)O[C@@H]5COC)[O:117][C@@H:116]4COC)O[C@@H]3COC. (3) Given the product [ClH:1].[NH2:50][C@@H:27]1[C:26](=[O:58])[N:25]2[CH2:59][C@H:22]([O:21][C:7]3[C:6]4[C:11](=[C:2]([Cl:1])[C:3]([O:60][CH3:61])=[CH:4][CH:5]=4)[N:10]=[C:9]([C:12]4[S:13][CH:14]=[C:15]([C:17]([F:20])([F:18])[F:19])[N:16]=4)[CH:8]=3)[CH2:23][C@H:24]2[C:38](=[O:39])[NH:37][C@:36]2([C:41]([NH:42][S:43]([CH:46]3[CH2:48][CH2:47]3)(=[O:45])=[O:44])=[O:49])[CH2:40][C@H:35]2[CH:34]=[CH:33][CH2:32][CH2:31][CH2:30][CH2:29][CH2:28]1, predict the reactants needed to synthesize it. The reactants are: [Cl:1][C:2]1[C:3]([O:60][CH3:61])=[CH:4][CH:5]=[C:6]2[C:11]=1[N:10]=[C:9]([C:12]1[S:13][CH:14]=[C:15]([C:17]([F:20])([F:19])[F:18])[N:16]=1)[CH:8]=[C:7]2[O:21][C@H:22]1[CH2:59][N:25]2[C:26](=[O:58])[C@@H:27]([NH:50]C(=O)OC(C)(C)C)[CH2:28][CH2:29][CH2:30][CH2:31][CH2:32][CH:33]=[CH:34][C@@H:35]3[CH2:40][C@@:36]3([C:41](=[O:49])[NH:42][S:43]([CH:46]3[CH2:48][CH2:47]3)(=[O:45])=[O:44])[NH:37][C:38](=[O:39])[C@@H:24]2[CH2:23]1.Cl.